From a dataset of Catalyst prediction with 721,799 reactions and 888 catalyst types from USPTO. Predict which catalyst facilitates the given reaction. (1) Reactant: Cl[C:2]1[O:3][C:4]([C:7]2[CH:12]=[CH:11][C:10]([F:13])=[CH:9][CH:8]=2)=[CH:5][N:6]=1.[C:14]([O:18][C:19]([N:21]1[CH2:26][CH2:25][CH:24]([NH2:27])[CH2:23][CH2:22]1)=[O:20])([CH3:17])([CH3:16])[CH3:15].C(N(C(C)C)C(C)C)C. Product: [C:14]([O:18][C:19]([N:21]1[CH2:26][CH2:25][CH:24]([NH:27][C:2]2[O:3][C:4]([C:7]3[CH:12]=[CH:11][C:10]([F:13])=[CH:9][CH:8]=3)=[CH:5][N:6]=2)[CH2:23][CH2:22]1)=[O:20])([CH3:17])([CH3:15])[CH3:16]. The catalyst class is: 10. (2) Product: [N:33]1([C:28]([C:23]2[CH:24]=[N:25][C:26]3[C:21]([CH:22]=2)=[CH:20][CH:19]=[C:18]([NH:17][C:15]([C:10]2[C:9]([C:6]4[CH:7]=[CH:8][C:3]([C:2]([F:1])([F:31])[F:32])=[CH:4][CH:5]=4)=[CH:14][CH:13]=[CH:12][CH:11]=2)=[O:16])[CH:27]=3)=[O:30])[CH2:38][CH2:37][CH2:36][CH2:35][CH2:34]1. Reactant: [F:1][C:2]([F:32])([F:31])[C:3]1[CH:8]=[CH:7][C:6]([C:9]2[C:10]([C:15]([NH:17][C:18]3[CH:27]=[C:26]4[C:21]([CH:22]=[C:23]([C:28]([OH:30])=O)[CH:24]=[N:25]4)=[CH:20][CH:19]=3)=[O:16])=[CH:11][CH:12]=[CH:13][CH:14]=2)=[CH:5][CH:4]=1.[NH:33]1[CH2:38][CH2:37][CH2:36][CH2:35][CH2:34]1.Cl.CN(C)CCCN=C=NCC.ON1C2C=CC=CC=2N=N1.C(N(CC)CC)C. The catalyst class is: 4. (3) Reactant: O[C:2]1[CH:7]=[CH:6][CH:5]=[CH:4][C:3]=1[NH:8][C:9]([C:11]1([C:14]([O:16][CH3:17])=[O:15])[CH2:13][CH2:12]1)=[O:10].C1(P(C2C=CC=CC=2)C2C=CC=CC=2)C=CC=CC=1.CC(OC(/N=N/C(OC(C)C)=O)=O)C. Product: [O:10]1[C:2]2[CH:7]=[CH:6][CH:5]=[CH:4][C:3]=2[N:8]=[C:9]1[C:11]1([C:14]([O:16][CH3:17])=[O:15])[CH2:13][CH2:12]1. The catalyst class is: 1. (4) Reactant: [Cl-].[In+3].[Cl-].[Cl-].FC(F)(F)C(O)=O.[Cl:12][C:13]1[CH:18]=[CH:17][C:16]([CH:19](O)[CH:20]2[CH2:22][CH:21]2[C:23]#[N:24])=[CH:15][CH:14]=1.[CH3:26][S:27]([CH2:30][C:31]1[CH:32]=[CH:33][CH:34]=[C:35]2[C:39]=1[NH:38][CH:37]=[CH:36]2)(=[O:29])=[O:28]. Product: [Cl:12][C:13]1[CH:18]=[CH:17][C:16]([CH:19]([C:36]2[C:35]3[C:39](=[C:31]([CH2:30][S:27]([CH3:26])(=[O:29])=[O:28])[CH:32]=[CH:33][CH:34]=3)[NH:38][CH:37]=2)[CH:20]2[CH2:22][CH:21]2[C:23]#[N:24])=[CH:15][CH:14]=1. The catalyst class is: 4. (5) Reactant: [CH3:1][C:2]1[S:3][C:4]([C:8]2[C:9](=[O:15])[NH:10][C:11](=[O:14])[NH:12][CH:13]=2)=[C:5]([CH3:7])[N:6]=1.C(=O)([O-])[O-].[K+].[K+].Br[CH2:23][CH2:24][CH:25]([O:28][CH3:29])[O:26][CH3:27]. Product: [CH3:27][O:26][CH:25]([O:28][CH3:29])[CH2:24][CH2:23][N:12]1[CH:13]=[C:8]([C:4]2[S:3][C:2]([CH3:1])=[N:6][C:5]=2[CH3:7])[C:9](=[O:15])[NH:10][C:11]1=[O:14]. The catalyst class is: 9. (6) Reactant: [CH3:1][CH2:2][N:3]([CH:7]([CH3:9])C)[CH:4]([CH3:6])C.[Cl:10][C:11]1[S:15][C:14]([C:16]2[NH:20][N:19]=[C:18]([C:21]([NH:23]CC(O)=O)=[O:22])[CH:17]=2)=[CH:13][CH:12]=1.C1(C2NN=C(C(NCC(O)=O)=[O:40])C=2)C=CC=CC=1.C(C1SC(Cl)=CC=1)(=O)C.C1C=CC2N(O)N=NC=2C=1.CCN=C=NCCCN(C)C.Cl.Cl.[F:78][C:79]1[CH:91]=[CH:90][C:89]([F:92])=[CH:88][C:80]=1[O:81][CH:82]1CCNCC1.Cl.ClC1C=CC=CC=1OC1CCNCC1. Product: [F:78][C:79]1[CH:91]=[CH:90][C:89]([F:92])=[CH:88][C:80]=1[O:81][CH:82]1[CH2:1][CH2:2][N:3]([C:4](=[O:40])[CH2:6][NH:23][C:21]([C:18]2[CH:17]=[C:16]([C:14]3[S:15][C:11]([Cl:10])=[CH:12][CH:13]=3)[NH:20][N:19]=2)=[O:22])[CH2:7][CH2:9]1. The catalyst class is: 18. (7) Reactant: [NH2:1][C:2]1[CH:9]=[CH:8][C:7](Cl)=[CH:6][C:3]=1[C:4]#[N:5].[CH3:11][C:12]1([CH3:28])[C:16]([CH3:18])([CH3:17])[O:15][B:14]([B:14]2[O:15][C:16]([CH3:18])([CH3:17])[C:12]([CH3:28])([CH3:11])[O:13]2)[O:13]1.C([O-])(=O)C.[Na+].C1(P(C2CCCCC2)C2CCCCC2)CCCCC1. Product: [NH2:1][C:2]1[CH:9]=[CH:8][C:7]([B:14]2[O:15][C:16]([CH3:18])([CH3:17])[C:12]([CH3:28])([CH3:11])[O:13]2)=[CH:6][C:3]=1[C:4]#[N:5]. The catalyst class is: 62. (8) Reactant: O[CH2:2][C@H:3]1[C:11]2[C:10]([N:12]3[CH2:17][CH2:16][N:15]([C:18]([O:20][C:21]([CH3:24])([CH3:23])[CH3:22])=[O:19])[CH2:14][CH2:13]3)=[N:9][CH:8]=[N:7][C:6]=2[CH2:5][CH2:4]1.[F:25]C(F)(S(F)(=O)=O)C(F)(F)C(F)(F)C(F)(F)F.F.F.F.C(N(CC)CC)C.C(N(CC)CC)C. Product: [C:21]([O:20][C:18]([N:15]1[CH2:16][CH2:17][N:12]([C:10]2[C:11]3[C@H:3]([CH2:2][F:25])[CH2:4][CH2:5][C:6]=3[N:7]=[CH:8][N:9]=2)[CH2:13][CH2:14]1)=[O:19])([CH3:23])([CH3:22])[CH3:24]. The catalyst class is: 7. (9) Reactant: [CH2:1]([NH:5][CH2:6][P:7]([OH:10])([OH:9])=[O:8])[C:2]([OH:4])=[O:3].[CH:11]([NH2:14])([CH3:13])[CH3:12]. Product: [CH2:1]([NH:5][CH2:6][P:7]([OH:10])([OH:9])=[O:8])[C:2]([OH:4])=[O:3].[CH:11]([NH3+:14])([CH3:13])[CH3:12]. The catalyst class is: 6. (10) The catalyst class is: 52. Product: [NH:1]1[C:9]2[C:4](=[CH:5][CH:6]=[CH:7][CH:8]=2)[C:3](/[CH:10]=[CH:15]/[C:14]([C:17]2[CH:22]=[CH:21][CH:20]=[CH:19][N:18]=2)=[O:16])=[CH:2]1. Reactant: [NH:1]1[C:9]2[C:4](=[CH:5][CH:6]=[CH:7][CH:8]=2)[C:3]([CH:10]=O)=[CH:2]1.CO.[C:14]([C:17]1[CH:22]=[CH:21][CH:20]=[CH:19][N:18]=1)(=[O:16])[CH3:15].N1CCCCC1.